This data is from Forward reaction prediction with 1.9M reactions from USPTO patents (1976-2016). The task is: Predict the product of the given reaction. (1) The product is: [NH2:18][C:19]1[C:20]([C:41]#[N:42])=[N:21][C:22]([C:25]2[CH:30]=[CH:29][C:28]([C:2]3[CH:7]=[CH:6][CH:5]=[CH:4][C:3]=3[S:8]([N:11]3[CH2:16][CH2:15][NH:14][C:13](=[O:17])[CH2:12]3)(=[O:10])=[O:9])=[CH:27][C:26]=2[F:40])=[CH:23][N:24]=1. Given the reactants Br[C:2]1[CH:7]=[CH:6][CH:5]=[CH:4][C:3]=1[S:8]([N:11]1[CH2:16][CH2:15][NH:14][C:13](=[O:17])[CH2:12]1)(=[O:10])=[O:9].[NH2:18][C:19]1[C:20]([C:41]#[N:42])=[N:21][C:22]([C:25]2[CH:30]=[CH:29][C:28](B3OC(C)(C)C(C)(C)O3)=[CH:27][C:26]=2[F:40])=[CH:23][N:24]=1, predict the reaction product. (2) Given the reactants FC1C=C(C=CC=1)CN1C2C(=CC=CC=2CCC2C=CC(C(OC)=O)=CC=2)CC1.[Br:30][C:31]1[CH:32]=[CH:33][CH:34]=[C:35]2[C:39]=1[NH:38][CH2:37][CH2:36]2.[F:40][C:41]([F:51])([F:50])[C:42]1[CH:43]=[C:44]([CH:47]=[CH:48][CH:49]=1)[CH2:45]Br.C([O-])([O-])=O.[K+].[K+], predict the reaction product. The product is: [Br:30][C:31]1[CH:32]=[CH:33][CH:34]=[C:35]2[C:39]=1[N:38]([CH2:45][C:44]1[CH:47]=[CH:48][CH:49]=[C:42]([C:41]([F:40])([F:50])[F:51])[CH:43]=1)[CH2:37][CH2:36]2. (3) Given the reactants [CH2:1]([O:3][C:4](=[O:31])[CH:5]([NH:22][C:23]1[CH:28]=[CH:27][C:26]([C:29]#[N:30])=[CH:25][CH:24]=1)[C:6]1[CH:11]=[C:10]([O:12][CH2:13][CH3:14])[CH:9]=[C:8]([O:15][C@@H:16]2[CH2:20][CH2:19][O:18][CH2:17]2)[C:7]=1[F:21])[CH3:2].Cl.[NH2:33][OH:34].C(N(CC)CC)C, predict the reaction product. The product is: [CH2:1]([O:3][C:4](=[O:31])[CH:5]([C:6]1[CH:11]=[C:10]([O:12][CH2:13][CH3:14])[CH:9]=[C:8]([O:15][C@@H:16]2[CH2:20][CH2:19][O:18][CH2:17]2)[C:7]=1[F:21])[NH:22][C:23]1[CH:28]=[CH:27][C:26]([C:29](=[NH:30])[NH:33][OH:34])=[CH:25][CH:24]=1)[CH3:2]. (4) Given the reactants CN(C(ON1N=NC2C=CC=NC1=2)=[N+](C)C)C.F[P-](F)(F)(F)(F)F.[Cl:25][C:26]1[N:30]2[CH:31]=[C:32]([C:39]3[CH:43]=[CH:42][O:41][CH:40]=3)[CH:33]=[C:34]([C:35]([F:38])([F:37])[F:36])[C:29]2=[N:28][C:27]=1[C:44](O)=[O:45].[C:47]([O:51][C:52](=[O:60])[NH:53][CH:54]1[CH2:59][CH2:58][NH:57][CH2:56][CH2:55]1)([CH3:50])([CH3:49])[CH3:48], predict the reaction product. The product is: [C:47]([O:51][C:52](=[O:60])[NH:53][CH:54]1[CH2:59][CH2:58][N:57]([C:44]([C:27]2[N:28]=[C:29]3[C:34]([C:35]([F:37])([F:36])[F:38])=[CH:33][C:32]([C:39]4[CH:43]=[CH:42][O:41][CH:40]=4)=[CH:31][N:30]3[C:26]=2[Cl:25])=[O:45])[CH2:56][CH2:55]1)([CH3:50])([CH3:48])[CH3:49]. (5) Given the reactants [CH2:1]([OH:6])[CH2:2][CH2:3][CH2:4][OH:5].[H-].[Na+].[CH2:9]([O:11][CH:12]([O:15][CH2:16][CH3:17])[CH2:13]Br)[CH3:10], predict the reaction product. The product is: [CH2:9]([O:11][CH:12]([O:15][CH2:16][CH3:17])[CH2:13][O:5][CH2:4][CH2:3][CH2:2][CH2:1][OH:6])[CH3:10]. (6) Given the reactants [CH3:1][N:2]([CH2:13][C:14]1[N:18]([CH2:19][C@H:20]2[CH2:25][CH2:24][CH2:23][NH:22][CH2:21]2)[C:17]2[CH:26]=[CH:27][CH:28]=[CH:29][C:16]=2[N:15]=1)[C@@H:3]1[C:12]2[N:11]=[CH:10][CH:9]=[CH:8][C:7]=2[CH2:6][CH2:5][CH2:4]1.C=O.[C:32](O)(=O)C.[BH-](OC(C)=O)(OC(C)=O)OC(C)=O.[Na+], predict the reaction product. The product is: [CH3:1][N:2]([CH2:13][C:14]1[N:18]([CH2:19][C@H:20]2[CH2:25][CH2:24][CH2:23][N:22]([CH3:32])[CH2:21]2)[C:17]2[CH:26]=[CH:27][CH:28]=[CH:29][C:16]=2[N:15]=1)[C@@H:3]1[C:12]2[N:11]=[CH:10][CH:9]=[CH:8][C:7]=2[CH2:6][CH2:5][CH2:4]1. (7) Given the reactants [CH3:1][NH:2][CH3:3].O1CCCC1.[F:9][C:10]1[CH:15]=[CH:14][C:13]([CH2:16][CH2:17][N:18]([CH3:31])[S:19]([C:22]2[CH:26]=[C:25]([C:27](=[O:30])[CH2:28]Br)[S:24][CH:23]=2)(=[O:21])=[O:20])=[CH:12][CH:11]=1.C(=O)(O)[O-].[Na+], predict the reaction product. The product is: [F:9][C:10]1[CH:15]=[CH:14][C:13]([CH2:16][CH2:17][N:18]([CH3:31])[S:19]([C:22]2[CH:26]=[C:25]([C:27](=[O:30])[CH2:28][N:2]([CH3:3])[CH3:1])[S:24][CH:23]=2)(=[O:21])=[O:20])=[CH:12][CH:11]=1.